Dataset: Experimentally validated miRNA-target interactions with 360,000+ pairs, plus equal number of negative samples. Task: Binary Classification. Given a miRNA mature sequence and a target amino acid sequence, predict their likelihood of interaction. (1) The miRNA is hsa-miR-4669 with sequence UGUGUCCGGGAAGUGGAGGAGG. The protein sequence of the target gene is MALPFALLMALVVLSCKSSCSLDCDLPQTHSLGHRRTMMLLAQMRRISLFSCLKDRHDFRFPQEEFDGNQFQKAEAISVLHEVIQQTFNLFSTKDSSVAWDERLLDKLYTELYQQLNDLEACVMQEVWVGGTPLMNEDSILAVRKYFQRITLYLTEKKYSPCAWEVVRAEIMRSFSSSRNLQERLRRKE. Result: 0 (no interaction). (2) The miRNA is hsa-miR-6881-3p with sequence AUCCUCUUUCGUCCUUCCCACU. The protein sequence of the target gene is MISVKRNTWRALSLVIGDCRKKGNFEYCQDRTEKHSTMPDSPVDVKTQSRLTPPTMPPPPTTQGAPRTSSFTPTTLTNGTSHSPTALNGAPSPPNGFSNGPSSSSSSSLANQQLPPACGARQLSKLKRFLTTLQQFGNDISPEIGERVRTLVLGLVNSTLTIEEFHSKLQEATNFPLRPFVIPFLKANLPLLQRELLHCARLAKQNPAQYLAQHEQLLLDASTTSPVDSSELLLDVNENGKRRTPDRTKENGFDREPLHSEHPSKRPCTISPGQRYSPNNGLSYQPNGLPHPTPPPPQHY.... Result: 1 (interaction). (3) The miRNA is hsa-miR-92a-3p with sequence UAUUGCACUUGUCCCGGCCUGU. The protein sequence of the target gene is MDCSLVRTLVHRYCAGEENWVDSRTIYVGHREPPPGAEAYIPQRYPDNRIVSSKYTFWNFIPKNLFEQFRRVANFYFLIIFLVQLIIDTPTSPVTSGLPLFFVITVTAIKQGYEDWLRHKADNAMNQCPVHFIQHGKLVRKQSRKLRVGDIVMVKEDETFPCDLIFLSSNRGDGTCHVTTASLDGESSHKTHYAVQDTKGFHTEEDIGGLHATIECEQPQPDLYKFVGRINVYSDLNDPVVRPLGSENLLLRGATLKNTEKIFGVAIYTGMETKMALNYQSKSQKRSAVEKSMNAFLIVY.... Result: 1 (interaction).